From a dataset of Peptide-MHC class II binding affinity with 134,281 pairs from IEDB. Regression. Given a peptide amino acid sequence and an MHC pseudo amino acid sequence, predict their binding affinity value. This is MHC class II binding data. (1) The peptide sequence is FIKVRQYDQILIEICGKKAIGTV. The MHC is HLA-DQA10101-DQB10501 with pseudo-sequence HLA-DQA10101-DQB10501. The binding affinity (normalized) is 0.591. (2) The peptide sequence is MRCVGVGNRDFVEGL. The MHC is DRB1_0401 with pseudo-sequence DRB1_0401. The binding affinity (normalized) is 0. (3) The peptide sequence is KKFILATDIAEMGANLC. The MHC is DRB1_0901 with pseudo-sequence DRB1_0901. The binding affinity (normalized) is 0.578. (4) The peptide sequence is EPQGSTYAASSATSVD. The MHC is DRB1_1501 with pseudo-sequence DRB1_1501. The binding affinity (normalized) is 0. (5) The binding affinity (normalized) is 0. The peptide sequence is SVIDCNTCVTQTVDFSLDPT. The MHC is DRB1_0803 with pseudo-sequence DRB1_0803. (6) The peptide sequence is LHQNFKDTSMQKTIP. The MHC is HLA-DQA10102-DQB10501 with pseudo-sequence HLA-DQA10102-DQB10501. The binding affinity (normalized) is 0.347. (7) The peptide sequence is GIGILTVILGVLLLIGCWYCRR. The MHC is DRB1_0401 with pseudo-sequence DRB1_0401. The binding affinity (normalized) is 0. (8) The peptide sequence is YIITPTNVSHIQSAVVSGRR. The MHC is DRB1_0401 with pseudo-sequence DRB1_0401. The binding affinity (normalized) is 0.816.